Dataset: Reaction yield outcomes from USPTO patents with 853,638 reactions. Task: Predict the reaction yield, written as a fraction of the theoretical maximum amount of product (1.0 means a 100% yield; for example, 0.34 means a 34% yield). The reactants are C(OC([NH:8][CH2:9][C:10]1[CH:25]=[CH:24][C:13]([C:14]([NH:16][CH:17]2[CH2:23][CH2:22][CH2:21][CH2:20][CH2:19][CH2:18]2)=[O:15])=[C:12]([Cl:26])[CH:11]=1)=O)(C)(C)C.FC(F)(F)C(O)=O. The catalyst is ClCCl. The product is [NH2:8][CH2:9][C:10]1[CH:25]=[CH:24][C:13]([C:14]([NH:16][CH:17]2[CH2:23][CH2:22][CH2:21][CH2:20][CH2:19][CH2:18]2)=[O:15])=[C:12]([Cl:26])[CH:11]=1. The yield is 0.850.